This data is from Reaction yield outcomes from USPTO patents with 853,638 reactions. The task is: Predict the reaction yield, written as a fraction of the theoretical maximum amount of product (1.0 means a 100% yield; for example, 0.34 means a 34% yield). (1) The reactants are P([O-])([O-])([O-])=O.[K+].[K+].[K+].I[C:10]1[CH:36]=[CH:35][C:13]2[N:14]([CH2:17][C:18]3[CH:34]=[CH:33][C:21]4[N:22]=[C:23]([NH:25][C@@H:26]5[CH2:31][CH2:30][CH2:29][CH2:28][C@H:27]5[OH:32])[S:24][C:20]=4[CH:19]=3)[CH:15]=[N:16][C:12]=2[CH:11]=1.[NH:37]1[CH2:42][CH2:41][CH2:40][CH2:39][C:38]1=[O:43]. The catalyst is CS(C)=O.[Cu](I)I. The product is [OH:32][C@@H:27]1[CH2:28][CH2:29][CH2:30][CH2:31][C@H:26]1[NH:25][C:23]1[S:24][C:20]2[CH:19]=[C:18]([CH2:17][N:14]3[C:13]4[CH:35]=[CH:36][C:10]([N:37]5[CH2:42][CH2:41][CH2:40][CH2:39][C:38]5=[O:43])=[CH:11][C:12]=4[N:16]=[CH:15]3)[CH:34]=[CH:33][C:21]=2[N:22]=1. The yield is 0.0700. (2) The reactants are [F:1][C:2]1[CH:7]=[CH:6][C:5]([CH2:8]/[CH:9]=N/NC(N)=O)=[C:4]([N+:15]([O-])=O)[CH:3]=1. The catalyst is C1COCC1.C1(C)C=CC=CC=1.[Rh]. The product is [F:1][C:2]1[CH:3]=[C:4]2[C:5]([CH:8]=[CH:9][NH:15]2)=[CH:6][CH:7]=1. The yield is 0.870. (3) The reactants are C([O:8][C:9]1[CH:34]=[CH:33][C:12]([O:13][CH:14]2[CH2:19][CH2:18][N:17]([C:20]3[CH:21]=[CH:22][C:23]4[N:24]([C:26]([C:29]([F:32])([F:31])[F:30])=[N:27][N:28]=4)[N:25]=3)[CH2:16][CH2:15]2)=[CH:11][CH:10]=1)C1C=CC=CC=1. The catalyst is [Pd].CO. The product is [F:32][C:29]([F:30])([F:31])[C:26]1[N:24]2[N:25]=[C:20]([N:17]3[CH2:16][CH2:15][CH:14]([O:13][C:12]4[CH:33]=[CH:34][C:9]([OH:8])=[CH:10][CH:11]=4)[CH2:19][CH2:18]3)[CH:21]=[CH:22][C:23]2=[N:28][N:27]=1. The yield is 0.860. (4) The reactants are [C:1]([O:5][C:6]([NH:8][C@@H:9]([CH2:24][C:25]1[CH:30]=[CH:29][CH:28]=[CH:27][CH:26]=1)[C@@H:10]([O:13][Si:14]([CH:21]([CH3:23])[CH3:22])([CH:18]([CH3:20])[CH3:19])[CH:15]([CH3:17])[CH3:16])[CH2:11][OH:12])=[O:7])([CH3:4])([CH3:3])[CH3:2]. The catalyst is CO. The product is [C:1]([O:5][C:6]([NH:8][C@@H:9]([CH2:24][CH:25]1[CH2:26][CH2:27][CH2:28][CH2:29][CH2:30]1)[C@@H:10]([O:13][Si:14]([CH:15]([CH3:16])[CH3:17])([CH:18]([CH3:19])[CH3:20])[CH:21]([CH3:22])[CH3:23])[CH2:11][OH:12])=[O:7])([CH3:2])([CH3:3])[CH3:4]. The yield is 0.670. (5) The reactants are [Li]CCCC.[CH3:6][C:7]1[O:8][CH:9]=[CH:10][CH:11]=1.[CH2:12](Br)[C:13]1[CH:18]=[CH:17][CH:16]=[CH:15][CH:14]=1.[O-2].[Al+3].[O-2].[O-2].[Al+3].[NH4+].[Cl-]. The yield is 0.460. The product is [CH3:6][C:7]1[O:8][C:9]([CH2:12][C:13]2[CH:18]=[CH:17][CH:16]=[CH:15][CH:14]=2)=[CH:10][CH:11]=1. The catalyst is C1COCC1. (6) The reactants are [CH:1]([N:4]1[CH2:9][CH2:8][N:7]([C:10]2[N:15]=[CH:14][C:13]([C:16]3[CH:23]=[CH:22][C:19]([C:20]#[N:21])=[CH:18][CH:17]=3)=[CH:12][CH:11]=2)[CH2:6][CH2:5]1)([CH3:3])[CH3:2].C(O)C.Cl.[NH2:28][OH:29].C(=O)([O-])[O-].[K+].[K+]. The catalyst is O. The product is [OH:29][NH:28][C:20](=[NH:21])[C:19]1[CH:18]=[CH:17][C:16]([C:13]2[CH:14]=[N:15][C:10]([N:7]3[CH2:8][CH2:9][N:4]([CH:1]([CH3:2])[CH3:3])[CH2:5][CH2:6]3)=[CH:11][CH:12]=2)=[CH:23][CH:22]=1. The yield is 0.710. (7) The reactants are [CH2:1]([O:3][CH:4]([CH2:10][C:11]1[CH:16]=[CH:15][C:14]([O:17][CH2:18][CH2:19][C:20]2[CH:25]=[CH:24][C:23]([O:26]S(C)(=O)=O)=[CH:22][CH:21]=2)=[C:13]([CH3:31])[CH:12]=1)[C:5]([O:7]CC)=[O:6])[CH3:2].[OH-].[Na+].O. The catalyst is C1COCC1. The product is [CH2:1]([O:3][CH:4]([CH2:10][C:11]1[CH:16]=[CH:15][C:14]([O:17][CH2:18][CH2:19][C:20]2[CH:25]=[CH:24][C:23]([OH:26])=[CH:22][CH:21]=2)=[C:13]([CH3:31])[CH:12]=1)[C:5]([OH:7])=[O:6])[CH3:2]. The yield is 0.0800. (8) The reactants are [C:1]([O:5][C:6]([N:8]1[C:12]([C:14]2[CH:19]=[CH:18][CH:17]=[C:16]([Br:20])[CH:15]=2)([CH3:13])[CH2:11][O:10][S:9]1=[O:21])=[O:7])([CH3:4])([CH3:3])[CH3:2].[OH2:22]. The catalyst is CC#N. The product is [C:1]([O:5][C:6]([N:8]1[C:12]([C:14]2[CH:19]=[CH:18][CH:17]=[C:16]([Br:20])[CH:15]=2)([CH3:13])[CH2:11][O:10][S:9]1(=[O:22])=[O:21])=[O:7])([CH3:2])([CH3:3])[CH3:4]. The yield is 1.00. (9) The catalyst is O. The yield is 0.700. The reactants are C(O)C.[CH3:4][C:5]1[S:9][C:8]([C:10](OC)=[O:11])=[C:7]([NH:14][C:15]([NH2:17])=[O:16])[CH:6]=1.[OH-].[K+].Cl. The product is [OH:16][C:15]1[N:17]=[C:10]([OH:11])[C:8]2[S:9][C:5]([CH3:4])=[CH:6][C:7]=2[N:14]=1. (10) The yield is 0.780. The product is [ClH:24].[ClH:24].[N:11]1([CH2:10][CH2:9][O:8][NH2:7])[CH2:16][CH2:15][O:14][CH2:13][CH2:12]1. The reactants are C(OC(=O)[NH:7][O:8][CH2:9][CH2:10][N:11]1[CH2:16][CH2:15][O:14][CH2:13][CH2:12]1)(C)(C)C.O1CCOCC1.[ClH:24]. The catalyst is CO.